Dataset: Full USPTO retrosynthesis dataset with 1.9M reactions from patents (1976-2016). Task: Predict the reactants needed to synthesize the given product. (1) Given the product [NH3:23].[CH:8]1([CH2:14][CH2:15][CH2:16][C@@H:17]([C:22]2[O:26][N:25]=[C:24]([C:27]([N:29]3[CH2:34][CH2:33][CH:32]([N:35]([CH3:37])[CH3:36])[CH2:31][CH2:30]3)=[O:28])[N:23]=2)[CH2:18][C:19]([NH:54][OH:55])=[O:21])[CH2:9][CH2:10][CH2:11][CH2:12][CH2:13]1, predict the reactants needed to synthesize it. The reactants are: FC(F)(F)C(O)=O.[CH:8]1([CH2:14][CH2:15][CH2:16][C@@H:17]([C:22]2[O:26][N:25]=[C:24]([C:27]([N:29]3[CH2:34][CH2:33][CH:32]([N:35]([CH3:37])[CH3:36])[CH2:31][CH2:30]3)=[O:28])[N:23]=2)[CH2:18][C:19]([OH:21])=O)[CH2:13][CH2:12][CH2:11][CH2:10][CH2:9]1.CN1CCOCC1.ClC(OCC(C)C)=O.Cl.[NH2:54][OH:55]. (2) Given the product [Cl:1][C:2]1[CH:9]=[CH:8][C:5]([CH:6]([C:25]2[C:24]3[C:28](=[C:29]([CH2:31][S:32][CH3:33])[CH:30]=[C:22]([F:21])[CH:23]=3)[NH:27][CH:26]=2)[CH:16]2[C:17](=[O:18])[O:19][C:12]([CH3:20])([CH3:11])[O:13][C:14]2=[O:15])=[C:4]([CH3:10])[CH:3]=1, predict the reactants needed to synthesize it. The reactants are: [Cl:1][C:2]1[CH:9]=[CH:8][C:5]([CH:6]=O)=[C:4]([CH3:10])[CH:3]=1.[CH3:11][C:12]1([CH3:20])[O:19][C:17](=[O:18])[CH2:16][C:14](=[O:15])[O:13]1.[F:21][C:22]1[CH:23]=[C:24]2[C:28](=[C:29]([CH2:31][S:32][CH3:33])[CH:30]=1)[NH:27][CH:26]=[CH:25]2. (3) Given the product [C:1]([O:5][C:6]([NH:8][C@@H:9]1[C@H:14]([NH:15][C:16]2[N:21]=[C:20]([C:42]3[S:41][C:40]4[N:36]([CH3:35])[N:37]=[C:38]([CH3:57])[C:39]=4[CH:43]=3)[C:19]3[C:23](=[O:33])[N:24]([C:26]([O:28][C:29]([CH3:32])([CH3:31])[CH3:30])=[O:27])[CH2:25][C:18]=3[C:17]=2[F:34])[CH2:13][CH2:12][O:11][CH2:10]1)=[O:7])([CH3:4])([CH3:3])[CH3:2], predict the reactants needed to synthesize it. The reactants are: [C:1]([O:5][C:6]([NH:8][C@@H:9]1[C@H:14]([NH:15][C:16]2[N:21]=[C:20](Cl)[C:19]3[C:23](=[O:33])[N:24]([C:26]([O:28][C:29]([CH3:32])([CH3:31])[CH3:30])=[O:27])[CH2:25][C:18]=3[C:17]=2[F:34])[CH2:13][CH2:12][O:11][CH2:10]1)=[O:7])([CH3:4])([CH3:3])[CH3:2].[CH3:35][N:36]1[C:40]2[S:41][C:42]([Sn](CCCC)(CCCC)CCCC)=[CH:43][C:39]=2[C:38]([CH3:57])=[N:37]1.